From a dataset of Forward reaction prediction with 1.9M reactions from USPTO patents (1976-2016). Predict the product of the given reaction. (1) Given the reactants [C:1]([NH:8][CH2:9][C:10]([OH:12])=[O:11])([O:3][C:4]([CH3:7])([CH3:6])[CH3:5])=[O:2].[CH2:13]([N:15](CC)CC)[CH3:14].BrCC#N, predict the reaction product. The product is: [C:13]([CH2:14][O:11][C:10](=[O:12])[CH2:9][NH:8][C:1]([O:3][C:4]([CH3:6])([CH3:7])[CH3:5])=[O:2])#[N:15]. (2) Given the reactants C1CN([P+](ON2N=NC3C=CC=CC2=3)(N2CCCC2)N2CCCC2)CC1.F[P-](F)(F)(F)(F)F.[CH3:34][C:35]1[C:39]([C:40]2[CH:49]=[C:48]3[C:43]([C:44]([NH:53][C:54]4[CH:59]=[CH:58][CH:57]=[C:56]([C:60]([O:62][CH2:63][CH3:64])=[O:61])[CH:55]=4)=[C:45]([C:50](O)=[O:51])[CH:46]=[N:47]3)=[CH:42][CH:41]=2)=[C:38]([CH3:65])[O:37][N:36]=1.[C:66]([NH:69][C:70]1[CH:77]=[CH:76][C:73]([CH2:74][NH2:75])=[CH:72][CH:71]=1)(=[O:68])[CH3:67].C(N(CC)CC)C, predict the reaction product. The product is: [C:66]([NH:69][C:70]1[CH:77]=[CH:76][C:73]([CH2:74][NH:75][C:50]([C:45]2[CH:46]=[N:47][C:48]3[C:43]([C:44]=2[NH:53][C:54]2[CH:55]=[C:56]([CH:57]=[CH:58][CH:59]=2)[C:60]([O:62][CH2:63][CH3:64])=[O:61])=[CH:42][CH:41]=[C:40]([C:39]2[C:35]([CH3:34])=[N:36][O:37][C:38]=2[CH3:65])[CH:49]=3)=[O:51])=[CH:72][CH:71]=1)(=[O:68])[CH3:67]. (3) Given the reactants [CH3:1][C:2]1[O:6][C:5]([C:7]2[CH:12]=[CH:11][CH:10]=[CH:9][CH:8]=2)=[N:4][C:3]=1[CH2:13][C:14]#[CH:15].C(OC(C(F)(F)F)=O)(C(F)(F)F)=O, predict the reaction product. The product is: [CH3:1][C:2]1[O:6][C:5]([C:7]2[CH:8]=[CH:9][CH:10]=[CH:11][CH:12]=2)=[N:4][C:3]=1[CH2:13][CH:14]=[CH2:15].